This data is from Catalyst prediction with 721,799 reactions and 888 catalyst types from USPTO. The task is: Predict which catalyst facilitates the given reaction. (1) The catalyst class is: 132. Product: [F:21][C:2]([F:20])([F:1])[O:3][C:4]1[CH:9]=[CH:8][CH:7]=[CH:6][C:5]=1[C:10]1[CH:15]=[CH:14][N:13]=[C:12]([C:16]2[NH:18][O:19][C:22](=[O:23])[N:17]=2)[CH:11]=1. Reactant: [F:1][C:2]([F:21])([F:20])[O:3][C:4]1[CH:9]=[CH:8][CH:7]=[CH:6][C:5]=1[C:10]1[CH:15]=[CH:14][N:13]=[C:12]([C:16](=[N:18][OH:19])[NH2:17])[CH:11]=1.[C:22](N1C=CN=C1)(N1C=CN=C1)=[O:23].N12CCCN=C1CCCCC2.Cl. (2) Reactant: [NH2:1][CH:2]([C:7]1[CH:12]=[CH:11][C:10]([O:13][CH:14]([F:16])[F:15])=[C:9]([O:17][CH2:18][CH:19]2[CH2:21][CH2:20]2)[CH:8]=1)[CH2:3][C:4]([OH:6])=[O:5].C(ON1[C:29](=[O:30])[CH:28]2[C:31](=C=O)[CH:32]=[CH:33][CH:34]=[C:27]2[C:26]1=[O:37])C.C(=O)([O-])[O-].[Na+].[Na+].Cl. Product: [CH:19]1([CH2:18][O:17][C:9]2[CH:8]=[C:7]([CH:2]([N:1]3[C:29](=[O:30])[C:28]4[C:27](=[CH:34][CH:33]=[CH:32][CH:31]=4)[C:26]3=[O:37])[CH2:3][C:4]([OH:6])=[O:5])[CH:12]=[CH:11][C:10]=2[O:13][CH:14]([F:16])[F:15])[CH2:21][CH2:20]1. The catalyst class is: 192. (3) Reactant: C[O:2][C:3]1[CH:4]=[CH:5][C:6]([C:9]2([CH3:12])[CH2:11][CH2:10]2)=[N:7][CH:8]=1.C([S-])C.[Na+]. Product: [CH3:12][C:9]1([C:6]2[N:7]=[CH:8][C:3]([OH:2])=[CH:4][CH:5]=2)[CH2:11][CH2:10]1. The catalyst class is: 3.